This data is from Full USPTO retrosynthesis dataset with 1.9M reactions from patents (1976-2016). The task is: Predict the reactants needed to synthesize the given product. (1) Given the product [CH3:6][O:7][C:8]1[CH:13]=[CH:12][C:11]([NH2:14])=[CH:10][C:9]=1[O:17][CH2:20][CH2:21][N:22]1[CH2:26][CH2:25][CH2:24][CH2:23]1, predict the reactants needed to synthesize it. The reactants are: CN(C=O)C.[CH3:6][O:7][C:8]1[CH:13]=[CH:12][C:11]([N+:14]([O-])=O)=[CH:10][C:9]=1[OH:17].Cl.Cl[CH2:20][CH2:21][N:22]1[CH2:26][CH2:25][CH2:24][CH2:23]1.C([O-])([O-])=O.[K+].[K+]. (2) Given the product [C:1]([O:5][C:6]([N:8]1[C:16]2[C:11](=[C:12]([Cl:18])[C:13]([CH2:17][Br:26])=[CH:14][CH:15]=2)[CH:10]=[CH:9]1)=[O:7])([CH3:4])([CH3:3])[CH3:2], predict the reactants needed to synthesize it. The reactants are: [C:1]([O:5][C:6]([N:8]1[C:16]2[C:11](=[C:12]([Cl:18])[C:13]([CH3:17])=[CH:14][CH:15]=2)[CH:10]=[CH:9]1)=[O:7])([CH3:4])([CH3:3])[CH3:2].C1C(=O)N([Br:26])C(=O)C1.CC(N=NC(C#N)(C)C)(C#N)C. (3) Given the product [CH2:1]([O:3][C:4]([C:6]1([C:9]2[CH:10]=[CH:11][C:12]([C:15]3[CH:20]=[CH:19][C:18]([C:21]4[O:25][N:24]=[C:23]([CH3:26])[C:22]=4[CH2:27][CH2:28][C:29](=[O:30])[NH:41][C:33]([CH3:34])([C:35]4[CH:40]=[CH:39][CH:38]=[CH:37][CH:36]=4)[CH3:32])=[CH:17][CH:16]=3)=[CH:13][CH:14]=2)[CH2:8][CH2:7]1)=[O:5])[CH3:2], predict the reactants needed to synthesize it. The reactants are: [CH2:1]([O:3][C:4]([C:6]1([C:9]2[CH:14]=[CH:13][C:12]([C:15]3[CH:20]=[CH:19][C:18]([C:21]4[O:25][N:24]=[C:23]([CH3:26])[C:22]=4[CH2:27][CH2:28][C:29](O)=[O:30])=[CH:17][CH:16]=3)=[CH:11][CH:10]=2)[CH2:8][CH2:7]1)=[O:5])[CH3:2].[CH3:32][C:33]([NH2:41])([C:35]1[CH:40]=[CH:39][CH:38]=[CH:37][CH:36]=1)[CH3:34]. (4) Given the product [Cl:1][C:2]1[CH:3]=[CH:4][C:5]([O:22][C:29]([N:23]2[CH2:28][CH2:27][O:26][CH2:25][CH2:24]2)=[O:30])=[C:6]([CH:21]=1)[C:7]([NH:9][C:10]1[CH:15]=[C:14]([C:16]([F:17])([F:19])[F:18])[CH:13]=[CH:12][C:11]=1[Cl:20])=[O:8], predict the reactants needed to synthesize it. The reactants are: [Cl:1][C:2]1[CH:3]=[CH:4][C:5]([OH:22])=[C:6]([CH:21]=1)[C:7]([NH:9][C:10]1[CH:15]=[C:14]([C:16]([F:19])([F:18])[F:17])[CH:13]=[CH:12][C:11]=1[Cl:20])=[O:8].[N:23]1([C:29](Cl)=[O:30])[CH2:28][CH2:27][O:26][CH2:25][CH2:24]1. (5) Given the product [CH2:1]([O:3][C:4]([C:6]1[C:7](=[O:13])[N:8]([CH2:33][C:34](=[O:39])[C:35]([CH3:38])([CH3:37])[CH3:36])[C:9]([CH3:12])=[N:10][CH:11]=1)=[O:5])[CH3:2], predict the reactants needed to synthesize it. The reactants are: [CH2:1]([O:3][C:4]([C:6]1[C:7](=[O:13])[NH:8][C:9]([CH3:12])=[N:10][CH:11]=1)=[O:5])[CH3:2].[F-].C([N+](CCCC)(CCCC)CCCC)CCC.Br[CH2:33][C:34](=[O:39])[C:35]([CH3:38])([CH3:37])[CH3:36]. (6) Given the product [NH2:8][CH:9]1[CH:18]([OH:19])[CH2:17][CH2:16][C:11]2([O:12][CH2:13][CH2:14][O:15]2)[CH2:10]1, predict the reactants needed to synthesize it. The reactants are: C([NH:8][C@@H:9]1[C@@H:18]([OH:19])[CH2:17][CH2:16][C:11]2([O:15][CH2:14][CH2:13][O:12]2)[CH2:10]1)C1C=CC=CC=1. (7) Given the product [OH:33][C@@H:15]1[CH2:16][C@@H:17]2[O:18][CH2:19][C@@H:20]([CH2:24][CH2:25][CH2:26][C:27]([O:29][CH:30]([CH3:32])[CH3:31])=[O:28])[CH2:21][CH2:22][C@@H:23]2[C@H:14]1[CH2:13][CH2:12][C@@H:11]([OH:34])[CH2:10][O:9][C:3]1[CH:4]=[CH:5][CH:6]=[CH:7][CH:8]=1, predict the reactants needed to synthesize it. The reactants are: [H][H].[CH:3]1([O:9][CH2:10][C@H:11]([OH:34])/[CH:12]=[CH:13]/[C@@H:14]2[C@@H:23]3[C@@H:17]([O:18][CH2:19][C@@H:20]([CH2:24][CH2:25][CH2:26][C:27]([O:29][CH:30]([CH3:32])[CH3:31])=[O:28])[CH2:21][CH2:22]3)[CH2:16][C@H:15]2[OH:33])[CH2:8][CH2:7][CH2:6][CH2:5][CH2:4]1. (8) Given the product [I:23][C:4]1[CH:3]=[C:2]([CH3:1])[N:7]=[CH:6][C:5]=1[CH:8]([NH:10][C:11](=[O:17])[O:12][C:13]([CH3:16])([CH3:15])[CH3:14])[CH3:9], predict the reactants needed to synthesize it. The reactants are: [CH3:1][C:2]1[N:7]=[CH:6][C:5]([CH:8]([NH:10][C:11](=[O:17])[O:12][C:13]([CH3:16])([CH3:15])[CH3:14])[CH3:9])=[CH:4][CH:3]=1.C([Li])(C)(C)C.[I:23]I. (9) Given the product [Br:1][C:2]1[CH:7]=[CH:6][C:5]([C:8]2[N:12]([CH2:13][C@@H:14]3[CH2:18][CH2:17][N:16]([C:19]([CH:21]4[CH2:22][CH2:23]4)=[O:20])[CH2:15]3)[C:11]3[CH:24]=[C:25]([C:28]([OH:30])=[O:29])[CH:26]=[CH:27][C:10]=3[N:9]=2)=[CH:4][CH:3]=1, predict the reactants needed to synthesize it. The reactants are: [Br:1][C:2]1[CH:7]=[CH:6][C:5]([C:8]2[N:12]([CH2:13][C@@H:14]3[CH2:18][CH2:17][N:16]([C:19]([CH:21]4[CH2:23][CH2:22]4)=[O:20])[CH2:15]3)[C:11]3[CH:24]=[C:25]([C:28]([O:30]C)=[O:29])[CH:26]=[CH:27][C:10]=3[N:9]=2)=[CH:4][CH:3]=1.[Li+].[OH-].OS([O-])(=O)=O.[Na+].